From a dataset of Reaction yield outcomes from USPTO patents with 853,638 reactions. Predict the reaction yield, written as a fraction of the theoretical maximum amount of product (1.0 means a 100% yield; for example, 0.34 means a 34% yield). (1) The reactants are Br[CH2:2][C:3]1[C:13]([Cl:14])=[N:12][CH:11]=[CH:10][C:4]=1[C:5]([O:7]CC)=O.Cl.[CH3:16][C:17]1[CH:18]=[C:19]([CH:31]([NH2:33])[CH3:32])[N:20]=[N:21][C:22]=1[O:23][CH2:24][C:25]([F:30])([F:29])[CH:26]([F:28])[F:27]. No catalyst specified. The product is [Cl:14][C:13]1[C:3]2[CH2:2][N:33]([CH:31]([C:19]3[N:20]=[N:21][C:22]([O:23][CH2:24][C:25]([F:29])([F:30])[CH:26]([F:28])[F:27])=[C:17]([CH3:16])[CH:18]=3)[CH3:32])[C:5](=[O:7])[C:4]=2[CH:10]=[CH:11][N:12]=1. The yield is 0.740. (2) The product is [F:20][C:19]([F:22])([F:21])[O:18][C:13]1[CH:14]=[CH:15][CH:16]=[CH:17][C:12]=1[C:10]1[CH:9]=[CH:8][C:6]2[NH:7][C:3]([C:2]3[O:33][CH2:32][C:26]4([CH2:31][CH2:30][CH2:29][CH2:28][CH2:27]4)[N:25]=3)=[N:4][C:5]=2[CH:11]=1. The catalyst is O1CCOCC1. The reactants are Cl[C:2](Cl)(Cl)[C:3]1[NH:7][C:6]2[CH:8]=[CH:9][C:10]([C:12]3[CH:17]=[CH:16][CH:15]=[CH:14][C:13]=3[O:18][C:19]([F:22])([F:21])[F:20])=[CH:11][C:5]=2[N:4]=1.[NH2:25][C:26]1([CH2:32][OH:33])[CH2:31][CH2:30][CH2:29][CH2:28][CH2:27]1.O. The yield is 0.100. (3) The reactants are [C:1]1([C:7]23[CH2:14][CH2:13][C:10]([C:15]([O:17][CH2:18][CH3:19])=[O:16])([CH2:11][CH2:12]2)[CH:9]=[CH:8]3)[CH:6]=[CH:5][CH:4]=[CH:3][CH:2]=1.[H][H]. The catalyst is C(O)C.[Pt]. The product is [C:1]1([C:7]23[CH2:12][CH2:11][C:10]([C:15]([O:17][CH2:18][CH3:19])=[O:16])([CH2:9][CH2:8]2)[CH2:13][CH2:14]3)[CH:2]=[CH:3][CH:4]=[CH:5][CH:6]=1. The yield is 0.840. (4) The reactants are C(=O)([O-])[O-].[K+].[K+].[Cl:7][C:8]1[C:20]2[C:19]3[C:14](=[CH:15][CH:16]=[CH:17][CH:18]=3)[C:13](=[O:21])[C:12]=2[CH:11]=[C:10]([CH3:22])[CH:9]=1.C[Si](C)(C)[C:25]([F:28])([F:27])[F:26].[F-].[Cs+].Br[CH2:34][C:35]([O:37]CC)=[O:36]. The catalyst is O.CN(C)C=O. The product is [Cl:7][C:8]1[C:20]2[C:19]3[C:14](=[CH:15][CH:16]=[CH:17][CH:18]=3)[C:13]([C:25]([F:28])([F:27])[F:26])([O:21][CH2:34][C:35]([OH:37])=[O:36])[C:12]=2[CH:11]=[C:10]([CH3:22])[CH:9]=1. The yield is 0.870. (5) The reactants are I[C:2]1[N:9]2[C:5]([S:6][C:7]([C:10]3[CH:11]=[C:12]([CH:19]=[CH:20][CH:21]=3)[CH2:13][NH:14][S:15]([CH3:18])(=[O:17])=[O:16])=[N:8]2)=[N:4][CH:3]=1.CC1(C)C(C)(C)OB([C:30]2[CH:31]=[C:32]([C:37]([F:40])([F:39])[F:38])[C:33]([NH2:36])=[N:34][CH:35]=2)O1.C([O-])([O-])=O.[K+].[K+]. The catalyst is O1CCOCC1.O.Cl[Pd](Cl)([P](C1C=CC=CC=1)(C1C=CC=CC=1)C1C=CC=CC=1)[P](C1C=CC=CC=1)(C1C=CC=CC=1)C1C=CC=CC=1. The product is [NH2:36][C:33]1[N:34]=[CH:35][C:30]([C:2]2[N:9]3[C:5]([S:6][C:7]([C:10]4[CH:11]=[C:12]([CH:19]=[CH:20][CH:21]=4)[CH2:13][NH:14][S:15]([CH3:18])(=[O:17])=[O:16])=[N:8]3)=[N:4][CH:3]=2)=[CH:31][C:32]=1[C:37]([F:40])([F:38])[F:39]. The yield is 0.0600. (6) The reactants are [Cl:1][C:2]1[CH:7]=[CH:6][CH:5]=[CH:4][C:3]=1[CH2:8][CH2:9][N:10]1[CH:14]=[C:13]([C:15]2[CH:20]=[C:19]([C:21]([NH2:23])=O)[CH:18]=[CH:17][N:16]=2)[N:12]=[CH:11]1.N1C=CC=CC=1.C(OC(C(F)(F)F)=O)(C(F)(F)F)=O. The catalyst is C(Cl)Cl. The product is [Cl:1][C:2]1[CH:7]=[CH:6][CH:5]=[CH:4][C:3]=1[CH2:8][CH2:9][N:10]1[CH:14]=[C:13]([C:15]2[CH:20]=[C:19]([C:21]#[N:23])[CH:18]=[CH:17][N:16]=2)[N:12]=[CH:11]1. The yield is 0.530.